This data is from Catalyst prediction with 721,799 reactions and 888 catalyst types from USPTO. The task is: Predict which catalyst facilitates the given reaction. (1) Reactant: [CH3:1][O:2][CH:3]([CH:37]1[CH2:42][CH2:41][NH:40][CH2:39][CH2:38]1)[C:4]1[CH:32]=[CH:31][C:30]([C:33]([F:36])([F:35])[F:34])=[CH:29][C:5]=1[CH2:6][N:7]([CH2:14][C:15]1[CH:20]=[C:19]([C:21]([F:24])([F:23])[F:22])[CH:18]=[C:17]([C:25]([F:28])([F:27])[F:26])[CH:16]=1)[C:8]1[N:9]=[N:10][N:11]([CH3:13])[N:12]=1.N1C=CC=CC=1.[C:49](Cl)(=[O:51])[CH3:50]. Product: [F:26][C:25]([F:28])([F:27])[C:17]1[CH:16]=[C:15]([CH:20]=[C:19]([C:21]([F:24])([F:23])[F:22])[CH:18]=1)[CH2:14][N:7]([CH2:6][C:5]1[CH:29]=[C:30]([C:33]([F:36])([F:35])[F:34])[CH:31]=[CH:32][C:4]=1[CH:3]([O:2][CH3:1])[CH:37]1[CH2:38][CH2:39][N:40]([C:49](=[O:51])[CH3:50])[CH2:41][CH2:42]1)[C:8]1[N:9]=[N:10][N:11]([CH3:13])[N:12]=1. The catalyst class is: 2. (2) Reactant: [CH3:1][NH:2][CH3:3].[Cl:4][C:5]1[N:10]=[CH:9][C:8]([S:11](Cl)(=[O:13])=[O:12])=[CH:7][CH:6]=1. Product: [Cl:4][C:5]1[N:10]=[CH:9][C:8]([S:11]([N:2]([CH3:3])[CH3:1])(=[O:13])=[O:12])=[CH:7][CH:6]=1. The catalyst class is: 49. (3) Product: [OH:37][C:33]1[CH:32]=[C:31]([NH:30][CH2:2][C:3]2[NH:15][C:14](=[O:16])[CH:13]3[CH:5]([C:6]4[CH2:7][CH2:8][C:9]5[CH:20]=[CH:19][CH:18]=[CH:17][C:10]=5[C:11]=4[S:12]3)[N:4]=2)[CH:36]=[CH:35][CH:34]=1. The catalyst class is: 9. Reactant: Cl[CH2:2][C:3]1[NH:15][C:14](=[O:16])[CH:13]2[CH:5]([C:6]3[CH2:7][CH2:8][C:9]4[CH:20]=[CH:19][CH:18]=[CH:17][C:10]=4[C:11]=3[S:12]2)[N:4]=1.C(N(C(C)C)CC)(C)C.[NH2:30][C:31]1[CH:32]=[C:33]([OH:37])[CH:34]=[CH:35][CH:36]=1. (4) Reactant: [C:1]([NH2:9])(=[O:8])[C:2]1[CH:7]=[CH:6][CH:5]=[CH:4][CH:3]=1.[H-].[Na+].Cl[CH2:13][C:14]1[C:18]([CH2:19]Cl)=[CH:17][O:16][CH:15]=1. Product: [C:1]([N:9]1[CH2:13][C:14]2=[CH:15][O:16][CH:17]=[C:18]2[CH2:19]1)(=[O:8])[C:2]1[CH:7]=[CH:6][CH:5]=[CH:4][CH:3]=1. The catalyst class is: 9. (5) Reactant: [O:1]1[CH2:6][CH2:5][CH:4]([O:7][C:8]2[C:9]3[N:17]=[C:16]([C:18]4[CH:19]=[C:20]([NH2:24])[CH:21]=[N:22][CH:23]=4)[CH:15]=[CH:14][C:10]=3[N:11]=[CH:12][N:13]=2)[CH2:3][CH2:2]1.[Br:25][C:26]1[CH:31]=[C:30]([F:32])[CH:29]=[CH:28][C:27]=1[S:33](Cl)(=[O:35])=[O:34]. Product: [Br:25][C:26]1[CH:31]=[C:30]([F:32])[CH:29]=[CH:28][C:27]=1[S:33]([NH:24][C:20]1[CH:21]=[N:22][CH:23]=[C:18]([C:16]2[CH:15]=[CH:14][C:10]3[N:11]=[CH:12][N:13]=[C:8]([O:7][CH:4]4[CH2:5][CH2:6][O:1][CH2:2][CH2:3]4)[C:9]=3[N:17]=2)[CH:19]=1)(=[O:35])=[O:34]. The catalyst class is: 298. (6) Reactant: [Cl:1][C:2]1[CH:7]=[CH:6][CH:5]=[C:4]([Cl:8])[C:3]=1[C:9]1[C:13]([CH2:14][O:15][C:16]2[CH:17]=[C:18]3[C:23](=[CH:24][CH:25]=2)[CH:22]=[C:21]([C:26]2[CH:27]=[C:28]([CH:30]=[CH:31][CH:32]=2)[NH2:29])[CH:20]=[CH:19]3)=[C:12]([CH:33]([CH3:35])[CH3:34])[O:11][N:10]=1.C(N(CC)CC)C.[F:43][C:44]([F:57])([F:56])[S:45](O[S:45]([C:44]([F:57])([F:56])[F:43])(=[O:47])=[O:46])(=[O:47])=[O:46].C(=O)([O-])O.[Na+]. Product: [Cl:8][C:4]1[CH:5]=[CH:6][CH:7]=[C:2]([Cl:1])[C:3]=1[C:9]1[C:13]([CH2:14][O:15][C:16]2[CH:17]=[C:18]3[C:23](=[CH:24][CH:25]=2)[CH:22]=[C:21]([C:26]2[CH:27]=[C:28]([N:29]([S:45]([C:44]([F:57])([F:56])[F:43])(=[O:47])=[O:46])[S:45]([C:44]([F:57])([F:56])[F:43])(=[O:47])=[O:46])[CH:30]=[CH:31][CH:32]=2)[CH:20]=[CH:19]3)=[C:12]([CH:33]([CH3:35])[CH3:34])[O:11][N:10]=1. The catalyst class is: 96.